This data is from Reaction yield outcomes from USPTO patents with 853,638 reactions. The task is: Predict the reaction yield, written as a fraction of the theoretical maximum amount of product (1.0 means a 100% yield; for example, 0.34 means a 34% yield). (1) The reactants are [C:1]([C:3]1[CH:4]=[C:5]([CH:9]=[CH:10][CH:11]=1)[C:6]([OH:8])=[O:7])#[N:2].Cl.[NH2:13][OH:14].C(=O)([O-])[O-].[Na+].[Na+]. The catalyst is C(O)C.O.OC1C=CC=C2C=1N=CC=C2. The product is [OH:14][N:13]=[C:1]([C:3]1[CH:4]=[C:5]([CH:9]=[CH:10][CH:11]=1)[C:6]([OH:8])=[O:7])[NH2:2]. The yield is 0.820. (2) The reactants are [F:1][C:2]1[C:7]([F:8])=[CH:6][CH:5]=[CH:4][C:3]=1[C@@H:9]1[CH2:19][CH2:18][C@@H:17]([O:20][Si](C(C)C)(C(C)C)C(C)C)[C:12]2=[N:13][CH:14]=[CH:15][CH:16]=[C:11]2[C@H:10]1[NH:31][C:32](=[O:38])[O:33][C:34]([CH3:37])([CH3:36])[CH3:35].O1CCCC1.C(=O)(O)[O-].[Na+]. No catalyst specified. The product is [F:1][C:2]1[C:7]([F:8])=[CH:6][CH:5]=[CH:4][C:3]=1[C@@H:9]1[CH2:19][CH2:18][C@@H:17]([OH:20])[C:12]2=[N:13][CH:14]=[CH:15][CH:16]=[C:11]2[C@H:10]1[NH:31][C:32](=[O:38])[O:33][C:34]([CH3:36])([CH3:35])[CH3:37]. The yield is 0.870. (3) The yield is 0.763. The catalyst is C(Cl)Cl. The reactants are Cl.[CH:2]1[C:11]2[C:6](=[CH:7][CH:8]=[CH:9][CH:10]=2)[CH:5]=[CH:4][C:3]=1[S:12]([N:15]1[CH2:20][CH2:19][NH:18][CH2:17][CH2:16]1)(=[O:14])=[O:13].[O:21]([CH2:28][C:29](Cl)=[O:30])[C:22]1[CH:27]=[CH:26][CH:25]=[CH:24][CH:23]=1.O. The product is [CH:2]1[C:11]2[C:6](=[CH:7][CH:8]=[CH:9][CH:10]=2)[CH:5]=[CH:4][C:3]=1[S:12]([N:15]1[CH2:20][CH2:19][N:18]([C:29](=[O:30])[CH2:28][O:21][C:22]2[CH:27]=[CH:26][CH:25]=[CH:24][CH:23]=2)[CH2:17][CH2:16]1)(=[O:14])=[O:13]. (4) The reactants are O=[C:2]1[C:10]2[C:5](=[CH:6][C:7]([NH:11][S:12]([CH3:15])(=[O:14])=[O:13])=[CH:8][CH:9]=2)[CH2:4][CH2:3]1.Cl.[F:17][C:18]1[CH:23]=[CH:22][C:21]([C:24]2[CH:29]=[CH:28][CH:27]=[C:26]([NH:30]N)[CH:25]=2)=[CH:20][C:19]=1[CH3:32].CC1C=C(B(O)O)C=CC=1[F:40].ClC1C(F)=C(C=CC=1)N. No catalyst specified. The product is [F:40][C:25]1[C:26]2[NH:30][C:2]3[C:10]4[C:5]([CH2:4][C:3]=3[C:27]=2[CH:28]=[CH:29][C:24]=1[C:21]1[CH:22]=[CH:23][C:18]([F:17])=[C:19]([CH3:32])[CH:20]=1)=[CH:6][C:7]([NH:11][S:12]([CH3:15])(=[O:14])=[O:13])=[CH:8][CH:9]=4. The yield is 0.290. (5) The reactants are [Cl:1][C:2]1[C:3]([N:10]2[CH2:14][C@H:13]([OH:15])[CH2:12][C@H:11]2[C:16]([O:18][CH3:19])=[O:17])=[N:4][CH:5]=[C:6]([C:8]#[N:9])[CH:7]=1.N1C=CN=C1.[Si:25](Cl)([C:28]([CH3:31])([CH3:30])[CH3:29])([CH3:27])[CH3:26]. The catalyst is CN(C=O)C.CCOC(C)=O. The product is [Si:25]([O:15][C@H:13]1[CH2:14][N:10]([C:3]2[C:2]([Cl:1])=[CH:7][C:6]([C:8]#[N:9])=[CH:5][N:4]=2)[C@H:11]([C:16]([O:18][CH3:19])=[O:17])[CH2:12]1)([C:28]([CH3:31])([CH3:30])[CH3:29])([CH3:27])[CH3:26]. The yield is 0.820. (6) The reactants are Br[C:2]1[CH:7]=[CH:6][C:5]([O:8][CH2:9][C:10]2[CH:15]=[CH:14][CH:13]=[CH:12][C:11]=2[F:16])=[CH:4][N:3]=1.C(=O)(O)[O-].[Na+].[CH3:22][N:23](C=O)C. The catalyst is [C-]#N.[Zn+2].[C-]#N.C1C=CC([P]([Pd]([P](C2C=CC=CC=2)(C2C=CC=CC=2)C2C=CC=CC=2)([P](C2C=CC=CC=2)(C2C=CC=CC=2)C2C=CC=CC=2)[P](C2C=CC=CC=2)(C2C=CC=CC=2)C2C=CC=CC=2)(C2C=CC=CC=2)C2C=CC=CC=2)=CC=1. The product is [F:16][C:11]1[CH:12]=[CH:13][CH:14]=[CH:15][C:10]=1[CH2:9][O:8][C:5]1[CH:6]=[CH:7][C:2]([C:22]#[N:23])=[N:3][CH:4]=1. The yield is 0.570. (7) The reactants are Br[C:2]1[CH:7]=[CH:6][C:5]([S:8]([NH:11][CH3:12])(=[O:10])=[O:9])=[CH:4][CH:3]=1.[NH2:13][C:14]1[CH:15]=[C:16](B(O)O)[CH:17]=[CH:18][CH:19]=1.C(=O)([O-])[O-].[K+].[K+].O. The yield is 0.500. The catalyst is CN(C=O)C.C1C=CC([P]([Pd]([P](C2C=CC=CC=2)(C2C=CC=CC=2)C2C=CC=CC=2)([P](C2C=CC=CC=2)(C2C=CC=CC=2)C2C=CC=CC=2)[P](C2C=CC=CC=2)(C2C=CC=CC=2)C2C=CC=CC=2)(C2C=CC=CC=2)C2C=CC=CC=2)=CC=1. The product is [NH2:13][C:14]1[CH:19]=[C:18]([C:2]2[CH:7]=[CH:6][C:5]([S:8]([NH:11][CH3:12])(=[O:10])=[O:9])=[CH:4][CH:3]=2)[CH:17]=[CH:16][CH:15]=1. (8) The reactants are [Br:1][C:2]1[NH:3][C:4]([Br:8])=[C:5]([Br:7])[N:6]=1.C(=O)([O-])[O-].[Cs+].[Cs+].[CH2:15](Br)[C:16]1[CH:21]=[CH:20][CH:19]=[CH:18][CH:17]=1.Cl.O1CCOCC1. The catalyst is CN(C)C=O. The product is [CH2:15]([N:3]1[C:4]([Br:8])=[C:5]([Br:7])[N:6]=[C:2]1[Br:1])[C:16]1[CH:21]=[CH:20][CH:19]=[CH:18][CH:17]=1. The yield is 0.900. (9) The reactants are [Br:1][C:2]1[CH:3]=[C:4]2[C:10]([CH3:11])=[N:9][N:8]([C:12]([O:14][C:15]([CH3:18])([CH3:17])[CH3:16])=[O:13])[C:5]2=[N:6][CH:7]=1.[Br:19]N1C(=O)CCC1=O.N(C(C)(C)C#N)=NC(C)(C)C#N. The catalyst is C(Cl)(Cl)(Cl)Cl. The product is [Br:1][C:2]1[CH:3]=[C:4]2[C:10]([CH2:11][Br:19])=[N:9][N:8]([C:12]([O:14][C:15]([CH3:18])([CH3:17])[CH3:16])=[O:13])[C:5]2=[N:6][CH:7]=1. The yield is 0.0660.